Dataset: B-cell epitopes from IEDB database with 3,159 antigens for binding position prediction. Task: Token-level Classification. Given an antigen amino acid sequence, predict which amino acid positions are active epitope sites capable of antibody binding. Output is a list of indices for active positions. (1) Given the antigen sequence: MANQGQRVSWGDESTKTRGRSNSRGRKSNNIPLSFFNPITLQQGSKFWNLCPRDFVPKGIGNRDQQIGYWNRQTRYRMVKGQRKELPERWFFYYLGTGPHADAKFKDKLDGVVWVAKDGAMNKPTTLGSRGANNESKALKFDGKVPGEFQLEVNQSRDNSRSRSQSRSRSRNRSQSRGRQQSNNKKDDSVEQAVLAALKKLGVDTEKQQQRSRSKSKERSNSKTRDTTPKNENKHTWKRTAGKGDVTRFYGARSSSANFGDSDLVANGSSAKHYPQLAECVPSVSSILFGSYWTSKEDGDQIEVTFTHKYHLPKDDPKTEQFLQQINAYARPSEVAKEQRKRKSRSKSAERSEQEVVPDALIENYTDVFDDTQVEMIDEVTN, which amino acid positions are active epitope sites? The epitope positions are: [245, 246, 247, 248, 249, 250, 251, 252, 253, 254, 255, 256]. The amino acids at these positions are: VTRFYGARSSSA. (2) The epitope positions are: [199, 200, 201, 202, 203, 204, 205, 206, 207, 208, 209, 210, 211, 212, 213, 214, 215, 216, 217, 218]. The amino acids at these positions are: GDAYIVPHGDHYHYIPKNEL. Given the antigen sequence: MKINKKYLAGSVAVLALSVCSYELGRHQAGQVKKESNRVSYIDGDQAGQKAENLTPDEVSKREGINAEQIVIKITDQGYVTSHGDHYHYYNGKVPYDAIISEELLMKDPNYQLKDSDIVNEIKGGYVIKVDGKYYVYLKDAAHADNIRTKEEIKRQKQEHSHNHGGGSNDQAVVAARAQGRYTTDDGYIFNASDIIEDTGDAYIVPHGDHYHYIPKNELSASELAAAEAYWNGKQGSRPSSSSSYNANPAQPRLSENHNLTVTPTYHQNQGENISSLLRELYAKPLSERHVESDGLIFDPAQITSRTARGVAVPHGNHYHFIPYEQMSELEKRIARIIPLRYRSNHWVPDSRPEQPSPQSTPEPSPSPQPAPNPQPAPSNPIDEKLVKEAVRKVGDGYVFEENGVSRYIPAKDLSAETAAGIDSKLAKQESLSHKLGAKKTDLPSSDREFYNKAYDLLARIHQDLLDNKGRQVDFEALDNLLERLKDVPSDKVKLVDDIL..., which amino acid positions are active epitope sites? (3) Given the antigen sequence: MLSGLIQRFEEEKMKHNQNRVEELSLVRVDDTISQPPRYAPSAPMPSSMPTVALEILDKAMSNTTGATQTQKAEKAAFASYAEAFRDDVRLRQIKRHVNEQILPKLKGDLSGLKKKRAIIHTTLLVAAVVALLTSVCTLSSDMSVAFKINGTKTEVPSWFKSLNPMLGVVNLGATFLMMVCAKSERALNQQIDMIKKEVMKKQSYNDAVRMSFTEFSSVPLDGFEMPLT, which amino acid positions are active epitope sites? The epitope positions are: [204, 205, 206, 207, 208, 209, 210, 211, 212]. The amino acids at these positions are: YNDAVRMSF. (4) Given the antigen sequence: MAARLYCQLDPSRDVLCLRPVGAESRGRPLSGPLGTLSSPSPSAVPADHGAHLSLRGLPVSAFSSAGPCALRFTSARCMETTVNAHQILPKVLHKRTLGLPAMSTTDLEAYFKDCVFKDWEELGEEIRLKVFVLGGCRHKLVCAPAPCNFFTSA, which amino acid positions are active epitope sites? The epitope positions are: [130, 131, 132, 133, 134, 135, 136, 137, 138, 139, 140, 141, 142, 143, 144, 145, 146, 147, 148, 149]. The amino acids at these positions are: VFVLGGCRHKLVCAPAPCNF.